Dataset: Full USPTO retrosynthesis dataset with 1.9M reactions from patents (1976-2016). Task: Predict the reactants needed to synthesize the given product. (1) Given the product [CH2:5]([N:7]1[C:11]2[CH:12]=[C:27]([C:28]([O:30][CH2:31][CH3:32])=[O:29])[NH:24][C:10]=2[C:9]([N:14]([CH3:23])[S:15]([C:18]2[S:19][CH:20]=[CH:21][CH:22]=2)(=[O:17])=[O:16])=[CH:8]1)[CH3:6], predict the reactants needed to synthesize it. The reactants are: [O-]CC.[Na+].[CH2:5]([N:7]1[C:11]([CH:12]=O)=[CH:10][C:9]([N:14]([CH3:23])[S:15]([C:18]2[S:19][CH:20]=[CH:21][CH:22]=2)(=[O:17])=[O:16])=[CH:8]1)[CH3:6].[N:24]([CH2:27][C:28]([O:30][CH2:31][CH3:32])=[O:29])=[N+]=[N-].[Cl-].[NH4+]. (2) Given the product [C:44]([N:38]1[CH2:43][CH2:42][N:41]([CH2:2][CH2:3][O:4][C:5]2[CH:6]=[C:7]([CH:24]=[CH:25][C:26]=2[CH2:27][S:28]([CH3:31])(=[O:30])=[O:29])[C:8]([NH:10][C:11]2[CH:16]=[CH:15][C:14]([Cl:17])=[C:13]([C:18]3[CH:23]=[CH:22][CH:21]=[CH:20][N:19]=3)[CH:12]=2)=[O:9])[CH2:40][CH2:39]1)(=[O:46])[CH3:45], predict the reactants needed to synthesize it. The reactants are: Br[CH2:2][CH2:3][O:4][C:5]1[CH:6]=[C:7]([CH:24]=[CH:25][C:26]=1[CH2:27][S:28]([CH3:31])(=[O:30])=[O:29])[C:8]([NH:10][C:11]1[CH:16]=[CH:15][C:14]([Cl:17])=[C:13]([C:18]2[CH:23]=[CH:22][CH:21]=[CH:20][N:19]=2)[CH:12]=1)=[O:9].C(=O)([O-])[O-].[K+].[K+].[N:38]1([C:44](=[O:46])[CH3:45])[CH2:43][CH2:42][NH:41][CH2:40][CH2:39]1.